The task is: Regression. Given a peptide amino acid sequence and an MHC pseudo amino acid sequence, predict their binding affinity value. This is MHC class I binding data.. This data is from Peptide-MHC class I binding affinity with 185,985 pairs from IEDB/IMGT. (1) The peptide sequence is RVKQISIST. The MHC is HLA-A30:01 with pseudo-sequence HLA-A30:01. The binding affinity (normalized) is 1.00. (2) The peptide sequence is ELNDRLAVYI. The MHC is HLA-A02:06 with pseudo-sequence HLA-A02:06. The binding affinity (normalized) is 0.0460. (3) The peptide sequence is NHINNELSL. The MHC is Mamu-A07 with pseudo-sequence Mamu-A07. The binding affinity (normalized) is 0.898. (4) The peptide sequence is KLVMAFIAF. The MHC is HLA-A23:01 with pseudo-sequence HLA-A23:01. The binding affinity (normalized) is 0.216. (5) The binding affinity (normalized) is 0.0847. The MHC is HLA-B07:02 with pseudo-sequence HLA-B07:02. The peptide sequence is RHDITGFIL. (6) The peptide sequence is SEIQLQRLC. The MHC is HLA-B44:03 with pseudo-sequence HLA-B44:03. The binding affinity (normalized) is 0.465.